The task is: Predict which catalyst facilitates the given reaction.. This data is from Catalyst prediction with 721,799 reactions and 888 catalyst types from USPTO. (1) Reactant: [Cl:1][C:2]1[CH:3]=[C:4]([C@@H:12]([CH2:16][CH:17]2[CH2:21][CH2:20][CH2:19][CH2:18]2)[C:13]([OH:15])=O)[CH:5]=[CH:6][C:7]=1[S:8]([CH3:11])(=[O:10])=[O:9].C(Cl)(=O)C(Cl)=O.[NH2:28][C:29]1[N:30]=[CH:31][C:32]([NH:35][S:36]([CH3:39])(=[O:38])=[O:37])=[N:33][CH:34]=1.N1C=CC=CC=1. Product: [Cl:1][C:2]1[CH:3]=[C:4]([C@@H:12]([CH2:16][CH:17]2[CH2:21][CH2:20][CH2:19][CH2:18]2)[C:13]([NH:28][C:29]2[CH:34]=[N:33][C:32]([NH:35][S:36]([CH3:39])(=[O:38])=[O:37])=[CH:31][N:30]=2)=[O:15])[CH:5]=[CH:6][C:7]=1[S:8]([CH3:11])(=[O:9])=[O:10]. The catalyst class is: 832. (2) Reactant: [Cl:1][C:2]1[CH:3]=[C:4]([C:9]2([C:22]([F:25])([F:24])[F:23])[O:13][N:12]=[C:11]([C:14]3[S:18][C:17]([CH3:19])=[C:16]([C:20]#[N:21])[CH:15]=3)[CH2:10]2)[CH:5]=[C:6]([Cl:8])[CH:7]=1.Cl. Product: [Cl:1][C:2]1[CH:3]=[C:4]([C:9]2([C:22]([F:23])([F:25])[F:24])[O:13][N:12]=[C:11]([C:14]3[S:18][C:17]([CH3:19])=[C:16]([CH2:20][NH2:21])[CH:15]=3)[CH2:10]2)[CH:5]=[C:6]([Cl:8])[CH:7]=1. The catalyst class is: 1. (3) Reactant: [CH3:1][N:2]1[C:14]2[CH:13]=[CH:12][C:11]([C:15]3[CH:20]=[CH:19][C:18]([OH:21])=[CH:17][CH:16]=3)=[CH:10][C:9]=2[C:8]2[CH2:7][CH2:6][CH2:5][CH2:4][C:3]1=2.C([O-])([O-])=O.[K+].[K+].Br[CH2:29][C:30]#[N:31]. Product: [CH3:1][N:2]1[C:14]2[CH:13]=[CH:12][C:11]([C:15]3[CH:16]=[CH:17][C:18]([O:21][CH2:29][C:30]#[N:31])=[CH:19][CH:20]=3)=[CH:10][C:9]=2[C:8]2[CH2:7][CH2:6][CH2:5][CH2:4][C:3]1=2. The catalyst class is: 21. (4) Reactant: [CH:1]1([N:6]2[C:10]([C:11](=[O:13])[CH3:12])=[CH:9][N:8]=[C:7]2[CH3:14])[CH2:5][CH2:4][CH2:3][CH2:2]1.[CH3:15][N:16]([CH:18](OC)OC)[CH3:17]. Product: [CH:1]1([N:6]2[C:10]([C:11](=[O:13])/[CH:12]=[CH:15]/[N:16]([CH3:18])[CH3:17])=[CH:9][N:8]=[C:7]2[CH3:14])[CH2:2][CH2:3][CH2:4][CH2:5]1. The catalyst class is: 3. (5) Reactant: [NH2:1][C:2]1[CH:27]=[CH:26][C:5]([O:6][C:7]2[CH:22]=[CH:21][C:10]([C:11]([NH:13][C:14]3[CH:19]=[CH:18][C:17]([Br:20])=[CH:16][CH:15]=3)=[O:12])=[CH:9][C:8]=2[N+:23]([O-:25])=[O:24])=[CH:4][CH:3]=1.[CH3:28][S:29](Cl)(=[O:31])=[O:30]. Product: [Br:20][C:17]1[CH:18]=[CH:19][C:14]([NH:13][C:11](=[O:12])[C:10]2[CH:21]=[CH:22][C:7]([O:6][C:5]3[CH:26]=[CH:27][C:2]([NH:1][S:29]([CH3:28])(=[O:31])=[O:30])=[CH:3][CH:4]=3)=[C:8]([N+:23]([O-:25])=[O:24])[CH:9]=2)=[CH:15][CH:16]=1. The catalyst class is: 17.